This data is from Catalyst prediction with 721,799 reactions and 888 catalyst types from USPTO. The task is: Predict which catalyst facilitates the given reaction. (1) Reactant: [C:1]([O:5][C:6]([N:8]1[CH2:13][CH2:12][C:11]([C:16]2[CH:21]=[CH:20][C:19]([O:22][C:23]([F:26])([F:25])[F:24])=[CH:18][CH:17]=2)([C:14]#[N:15])[CH2:10][CH2:9]1)=[O:7])([CH3:4])([CH3:3])[CH3:2].[H][H]. Product: [C:1]([O:5][C:6]([N:8]1[CH2:13][CH2:12][C:11]([CH2:14][NH2:15])([C:16]2[CH:17]=[CH:18][C:19]([O:22][C:23]([F:24])([F:25])[F:26])=[CH:20][CH:21]=2)[CH2:10][CH2:9]1)=[O:7])([CH3:4])([CH3:3])[CH3:2]. The catalyst class is: 171. (2) Reactant: [C:1]1(B(O)O)[CH:6]=[CH:5][CH:4]=[CH:3][CH:2]=1.[C:10]1([C:33]2[CH:38]=[CH:37][CH:36]=[CH:35][CH:34]=2)[CH:15]=[CH:14][C:13]([N:16]2[C:29]3[C:24](=[CH:25][CH:26]=[CH:27][CH:28]=3)[C:23]([CH3:31])([CH3:30])[C:22]3[CH:21]=[C:20](Cl)[CH:19]=[CH:18][C:17]2=3)=[CH:12][CH:11]=1.[F-].[Cs+]. Product: [C:10]1([C:33]2[CH:38]=[CH:37][CH:36]=[CH:35][CH:34]=2)[CH:15]=[CH:14][C:13]([N:16]2[C:29]3[C:24](=[CH:25][CH:26]=[CH:27][CH:28]=3)[C:23]([CH3:31])([CH3:30])[C:22]3[CH:21]=[C:20]([C:1]4[CH:6]=[CH:5][CH:4]=[CH:3][CH:2]=4)[CH:19]=[CH:18][C:17]2=3)=[CH:12][CH:11]=1. The catalyst class is: 12. (3) Reactant: [C:1]([O:5][C:6](=[O:43])[CH2:7][CH2:8][NH:9][C:10](=[O:42])[C:11]1[CH:16]=[CH:15][C:14]([O:17][CH:18]([C:26]2[CH:31]=[CH:30][C:29]([C:32]3[CH:37]=[CH:36][C:35]([C:38]([F:41])([F:40])[F:39])=[CH:34][CH:33]=3)=[CH:28][CH:27]=2)[CH2:19][CH:20]2[CH2:25][CH2:24][CH2:23][CH2:22][CH2:21]2)=[CH:13][CH:12]=1)([CH3:4])([CH3:3])[CH3:2].[H-].[Na+].[CH3:46]I. Product: [C:1]([O:5][C:6](=[O:43])[CH2:7][CH2:8][N:9]([C:10](=[O:42])[C:11]1[CH:12]=[CH:13][C:14]([O:17][CH:18]([C:26]2[CH:27]=[CH:28][C:29]([C:32]3[CH:37]=[CH:36][C:35]([C:38]([F:41])([F:40])[F:39])=[CH:34][CH:33]=3)=[CH:30][CH:31]=2)[CH2:19][CH:20]2[CH2:21][CH2:22][CH2:23][CH2:24][CH2:25]2)=[CH:15][CH:16]=1)[CH3:46])([CH3:4])([CH3:2])[CH3:3]. The catalyst class is: 9. (4) Reactant: [NH2:1][C:2]1[CH:3]=[C:4]2[C:9](=[CH:10][CH:11]=1)[N:8]=[CH:7][C:6]([C:12]#[N:13])=[C:5]2[NH:14][C:15]1[CH:20]=[CH:19][C:18]([F:21])=[C:17]([Cl:22])[CH:16]=1.[OH:23][C:24]1[CH:31]=[CH:30][CH:29]=[CH:28][C:25]=1[CH:26]=O.[BH3-]C#N.[Na+]. Product: [Cl:22][C:17]1[CH:16]=[C:15]([NH:14][C:5]2[C:4]3[C:9](=[CH:10][CH:11]=[C:2]([NH:1][CH2:26][C:25]4[CH:28]=[CH:29][CH:30]=[CH:31][C:24]=4[OH:23])[CH:3]=3)[N:8]=[CH:7][C:6]=2[C:12]#[N:13])[CH:20]=[CH:19][C:18]=1[F:21]. The catalyst class is: 14. (5) Reactant: [CH2:1]([N:3]([CH2:22][CH3:23])[C:4](=[O:21])[C:5]1[CH:10]=[CH:9][C:8]([N+:11]([O-])=O)=[C:7]([O:14][C:15]2[CH:20]=[CH:19][CH:18]=[CH:17][CH:16]=2)[CH:6]=1)[CH3:2]. Product: [NH2:11][C:8]1[CH:9]=[CH:10][C:5]([C:4]([N:3]([CH2:22][CH3:23])[CH2:1][CH3:2])=[O:21])=[CH:6][C:7]=1[O:14][C:15]1[CH:20]=[CH:19][CH:18]=[CH:17][CH:16]=1. The catalyst class is: 43. (6) Reactant: [CH:1]1[C:6]([OH:7])=[CH:5][CH:4]=[CH:3][C:2]=1[CH3:8].[Si:9](Cl)([C:12]([CH3:15])([CH3:14])[CH3:13])([CH3:11])[CH3:10]. Product: [C:12]([Si:9]([CH3:11])([CH3:10])[O:7][C:6]1[CH:1]=[C:2]([CH3:8])[CH:3]=[CH:4][CH:5]=1)([CH3:15])([CH3:14])[CH3:13]. The catalyst class is: 2.